This data is from Forward reaction prediction with 1.9M reactions from USPTO patents (1976-2016). The task is: Predict the product of the given reaction. Given the reactants [C:1]([O:5][C:6]([N:8]1[CH2:13][CH2:12][CH:11]([CH2:14][N:15]2[C:23]3[C:18](=[CH:19][CH:20]=[C:21]([N+:24]([O-])=O)[CH:22]=3)[C:17]([CH3:28])([CH3:27])[CH2:16]2)[CH2:10][CH2:9]1)=[O:7])([CH3:4])([CH3:3])[CH3:2], predict the reaction product. The product is: [C:1]([O:5][C:6]([N:8]1[CH2:13][CH2:12][CH:11]([CH2:14][N:15]2[C:23]3[C:18](=[CH:19][CH:20]=[C:21]([NH2:24])[CH:22]=3)[C:17]([CH3:28])([CH3:27])[CH2:16]2)[CH2:10][CH2:9]1)=[O:7])([CH3:4])([CH3:2])[CH3:3].